Dataset: Full USPTO retrosynthesis dataset with 1.9M reactions from patents (1976-2016). Task: Predict the reactants needed to synthesize the given product. (1) Given the product [NH2:39][CH2:38][C:17]1[N:16]=[C:15]2[C:20]([N:21]=[CH:22][N:14]2[C@H:8]2[C@H:9]([OH:10])[C@H:5]([OH:4])[C@@H:6]([CH2:40][OH:41])[O:7]2)=[C:19]([NH:23][CH2:24][CH:25]([C:32]2[CH:37]=[CH:36][CH:35]=[CH:34][CH:33]=2)[C:26]2[CH:27]=[CH:28][CH:29]=[CH:30][CH:31]=2)[N:18]=1, predict the reactants needed to synthesize it. The reactants are: C([O:4][C@H:5]1[C@@H:9]([O:10]C(=O)C)[C@H:8]([N:14]2[CH:22]=[N:21][C:20]3[C:15]2=[N:16][C:17]([C:38]#[N:39])=[N:18][C:19]=3[NH:23][CH2:24][CH:25]([C:32]2[CH:37]=[CH:36][CH:35]=[CH:34][CH:33]=2)[C:26]2[CH:31]=[CH:30][CH:29]=[CH:28][CH:27]=2)[O:7][C@@H:6]1[CH2:40][O:41]C(=O)C)(=O)C.N. (2) Given the product [CH3:10][O:9][C:7]1[CH:6]=[C:5]([CH2:11][C:12]([NH:31][C:23]2[C:22]([C:18]3[CH:19]=[CH:20][CH:21]=[C:16]([F:15])[CH:17]=3)=[C:26]3[N:27]=[CH:28][CH:29]=[CH:30][N:25]3[N:24]=2)=[O:14])[CH:4]=[C:3]([O:2][CH3:1])[CH:8]=1, predict the reactants needed to synthesize it. The reactants are: [CH3:1][O:2][C:3]1[CH:4]=[C:5]([CH2:11][C:12]([OH:14])=O)[CH:6]=[C:7]([O:9][CH3:10])[CH:8]=1.[F:15][C:16]1[CH:17]=[C:18]([C:22]2[C:23]([NH2:31])=[N:24][N:25]3[CH:30]=[CH:29][CH:28]=[N:27][C:26]=23)[CH:19]=[CH:20][CH:21]=1. (3) Given the product [CH:1]1([N:5]2[CH2:11][CH2:10][C:9]3[CH:12]=[C:13]([CH2:16][C:17]([O:19][CH2:26][CH3:27])=[O:18])[CH:14]=[CH:15][C:8]=3[CH2:7][CH2:6]2)[CH2:2][CH2:3][CH2:4]1, predict the reactants needed to synthesize it. The reactants are: [CH:1]1([N:5]2[CH2:11][CH2:10][C:9]3[CH:12]=[C:13]([CH2:16][C:17]([O-:19])=[O:18])[CH:14]=[CH:15][C:8]=3[CH2:7][CH2:6]2)[CH2:4][CH2:3][CH2:2]1.[K+].OS(O)(=O)=O.[CH2:26](O)[CH3:27]. (4) Given the product [CH3:1][N:2]([CH3:38])[NH:3][C:4]([C:6]1[S:14][C:13]2[C:8](=[N:9][CH:10]=[CH:11][C:12]=2[O:15][C:16]2[CH:21]=[CH:20][C:19]([NH:22][C:23](=[O:36])[CH2:24][C:25]([N:27]([CH3:39])[C:28]3[CH:29]=[CH:30][CH:31]=[CH:32][CH:33]=3)=[O:26])=[CH:18][C:17]=2[F:37])[CH:7]=1)=[O:5], predict the reactants needed to synthesize it. The reactants are: [CH3:1][N:2]([CH3:38])[NH:3][C:4]([C:6]1[S:14][C:13]2[C:8](=[N:9][CH:10]=[CH:11][C:12]=2[O:15][C:16]2[CH:21]=[CH:20][C:19]([NH:22][C:23](=[O:36])[CH2:24][C:25]([NH:27][C:28]3[CH:33]=[CH:32][CH:31]=[CH:30][C:29]=3OC)=[O:26])=[CH:18][C:17]=2[F:37])[CH:7]=1)=[O:5].[CH3:39]N(C1C=CC=CC=1)C(=O)CC(O)=O. (5) Given the product [Cl:1][C:2]1[C:3](=[O:38])[N:4]([C:27]2[CH:28]=[C:29]([CH:34]=[CH:35][C:36]=2[CH3:37])[C:30]([OH:32])=[O:31])[C:5]([CH3:26])=[CH:6][C:7]=1[O:8][CH2:9][C:10]1[CH:15]=[CH:14][C:13]([F:16])=[CH:12][C:11]=1[CH2:17][NH:18][C:19]([NH:21][CH:22]1[CH2:23][CH2:24][CH2:25]1)=[O:20], predict the reactants needed to synthesize it. The reactants are: [Cl:1][C:2]1[C:3](=[O:38])[N:4]([C:27]2[CH:28]=[C:29]([CH:34]=[CH:35][C:36]=2[CH3:37])[C:30]([O:32]C)=[O:31])[C:5]([CH3:26])=[CH:6][C:7]=1[O:8][CH2:9][C:10]1[CH:15]=[CH:14][C:13]([F:16])=[CH:12][C:11]=1[CH2:17][NH:18][C:19]([NH:21][CH:22]1[CH2:25][CH2:24][CH2:23]1)=[O:20].[OH-].[Na+].CO.O. (6) Given the product [Br:28][C:29]1[CH:34]=[CH:33][C:32]([Br:35])=[CH:31][C:30]=1[S:36]([NH:39][C@@H:40]1[CH2:41][C@H:42]([CH2:52][NH:53][C:54]([NH:56][C:57]2[CH:62]=[CH:61][CH:60]=[CH:59][CH:58]=2)=[O:55])[N:43]([C:45]#[N:14])[CH2:44]1)(=[O:38])=[O:37], predict the reactants needed to synthesize it. The reactants are: BrC1C(F)=CC(Br)=C(F)C=1S([NH:14][C@H]1CN(C(OC(C)(C)C)=O)[C@@H](C)C1)(=O)=O.[Br:28][C:29]1[CH:34]=[CH:33][C:32]([Br:35])=[CH:31][C:30]=1[S:36]([NH:39][C@H:40]1[CH2:44][N:43]([C:45](OC(C)(C)C)=O)[C@@H:42]([CH2:52][NH:53][C:54]([NH:56][C:57]2[CH:62]=[CH:61][CH:60]=[CH:59][CH:58]=2)=[O:55])[CH2:41]1)(=[O:38])=[O:37]. (7) Given the product [ClH:24].[NH2:16][C@:11]1([C:9]([NH:8][S:5]([C:2]2([CH3:1])[CH2:4][CH2:3]2)(=[O:7])=[O:6])=[O:10])[CH2:13][C@H:12]1[CH:14]=[CH2:15], predict the reactants needed to synthesize it. The reactants are: [CH3:1][C:2]1([S:5]([NH:8][C:9]([C@@:11]2([NH:16]C(=O)OC(C)(C)C)[CH2:13][C@H:12]2[CH:14]=[CH2:15])=[O:10])(=[O:7])=[O:6])[CH2:4][CH2:3]1.[ClH:24]. (8) Given the product [Cl:1][C:2]1[CH:3]=[C:4]([C:9]2([C:28]([F:29])([F:31])[F:30])[S:13][N:12]=[C:11]([C:14]3[CH:26]=[CH:25][C:17]([C:18]([O:20][C:21]([CH3:24])([CH3:23])[CH3:22])=[O:19])=[C:16]([CH3:27])[CH:15]=3)[CH:10]2[F:52])[CH:5]=[C:6]([Cl:8])[CH:7]=1, predict the reactants needed to synthesize it. The reactants are: [Cl:1][C:2]1[CH:3]=[C:4]([C:9]2([C:28]([F:31])([F:30])[F:29])[S:13][N:12]=[C:11]([C:14]3[CH:26]=[CH:25][C:17]([C:18]([O:20][C:21]([CH3:24])([CH3:23])[CH3:22])=[O:19])=[C:16]([CH3:27])[CH:15]=3)[CH2:10]2)[CH:5]=[C:6]([Cl:8])[CH:7]=1.[Li+].C[Si]([N-][Si](C)(C)C)(C)C.C1C=CC(S(N(S(C2C=CC=CC=2)(=O)=O)[F:52])(=O)=O)=CC=1. (9) Given the product [Br:18][CH2:13][C:4]1[C:3]([C:14]([O:16][CH3:17])=[O:15])=[C:2]([Cl:1])[C:11]2[C:6](=[CH:7][CH:8]=[C:9]([Cl:12])[CH:10]=2)[N:5]=1, predict the reactants needed to synthesize it. The reactants are: [Cl:1][C:2]1[C:11]2[C:6](=[CH:7][CH:8]=[C:9]([Cl:12])[CH:10]=2)[N:5]=[C:4]([CH3:13])[C:3]=1[C:14]([O:16][CH3:17])=[O:15].[Br:18]N1C(=O)CCC1=O.N(C(C)(C)C#N)=NC(C)(C)C#N.